From a dataset of Catalyst prediction with 721,799 reactions and 888 catalyst types from USPTO. Predict which catalyst facilitates the given reaction. Reactant: [NH2:1][C:2]1[CH:3]=[C:4]2[C:9](=[CH:10][CH:11]=1)[N:8]([CH2:12][CH:13]([N:15]1[CH2:19][CH2:18][CH2:17][CH2:16]1)[CH3:14])[C:7](=O)[CH2:6][CH2:5]2.[H-].[H-].[H-].[H-].[Li+].[Al+3].[OH-].[Na+].[O-]S([O-])(=O)=O.[Na+].[Na+]. Product: [N:15]1([CH:13]([CH3:14])[CH2:12][N:8]2[C:9]3[C:4](=[CH:3][C:2]([NH2:1])=[CH:11][CH:10]=3)[CH2:5][CH2:6][CH2:7]2)[CH2:19][CH2:18][CH2:17][CH2:16]1. The catalyst class is: 76.